Dataset: Catalyst prediction with 721,799 reactions and 888 catalyst types from USPTO. Task: Predict which catalyst facilitates the given reaction. (1) Reactant: [NH2:1][C:2]1[CH:7]=[C:6]([C:8]([F:11])([F:10])[F:9])[CH:5]=[CH:4][C:3]=1[OH:12].[Cl:13][C:14]1[CH:15]=[C:16]([CH:20]=[CH:21][N:22]=1)[C:17](O)=[O:18].CCN=C=NCCCN(C)C. Product: [Cl:13][C:14]1[CH:15]=[C:16]([CH:20]=[CH:21][N:22]=1)[C:17]([NH:1][C:2]1[CH:7]=[C:6]([C:8]([F:9])([F:10])[F:11])[CH:5]=[CH:4][C:3]=1[OH:12])=[O:18]. The catalyst class is: 17. (2) Product: [NH2:10][C:4]1[C:3]([NH:2][CH3:1])=[C:8]([NH:9][C:18]([NH:17][C:20]2[C:21]([CH3:28])=[CH:22][C:23]([CH3:27])=[CH:24][C:25]=2[CH3:26])=[S:19])[CH:7]=[CH:6][CH:5]=1. The catalyst class is: 8. Reactant: [CH3:1][NH:2][C:3]1[C:8]([NH2:9])=[CH:7][CH:6]=[CH:5][C:4]=1[NH2:10].C(=O)([O-])[O-].[Na+].[Na+].[N:17]([C:20]1[C:25]([CH3:26])=[CH:24][C:23]([CH3:27])=[CH:22][C:21]=1[CH3:28])=[C:18]=[S:19]. (3) Reactant: [ClH:1].[F:2][C:3]1[CH:19]=[CH:18][C:6]([CH2:7][NH:8][C@@H:9]2[CH2:11][C@H:10]2[C:12]2[CH:17]=[CH:16][CH:15]=[CH:14][CH:13]=2)=[CH:5][CH:4]=1. Product: [ClH:1].[F:2][C:3]1[CH:4]=[CH:5][C:6]([CH2:7][NH:8][C@@H:9]2[CH2:11][C@H:10]2[C:12]2[CH:13]=[CH:14][CH:15]=[CH:16][CH:17]=2)=[CH:18][CH:19]=1. The catalyst class is: 28. (4) Reactant: [F:1][C:2]1[CH:7]=[CH:6][C:5]([CH2:8][CH2:9][OH:10])=[CH:4][CH:3]=1.[C:11]1([CH3:21])[CH:16]=[CH:15][C:14]([S:17](Cl)(=[O:19])=[O:18])=[CH:13][CH:12]=1.O. Product: [F:1][C:2]1[CH:7]=[CH:6][C:5]([CH2:8][CH2:9][O:10][S:17]([C:14]2[CH:15]=[CH:16][C:11]([CH3:21])=[CH:12][CH:13]=2)(=[O:19])=[O:18])=[CH:4][CH:3]=1. The catalyst class is: 17. (5) Reactant: [F:1][C:2]1[CH:7]=[CH:6][CH:5]=[CH:4][C:3]=1[NH:8][C:9]1[O:13][C:12]([C:14]([NH:16][CH:17]2[CH2:22][CH2:21][N:20](C(OC(C)(C)C)=O)[CH2:19][CH2:18]2)=[O:15])=[N:11][N:10]=1. Product: [F:1][C:2]1[CH:7]=[CH:6][CH:5]=[CH:4][C:3]=1[NH:8][C:9]1[O:13][C:12]([C:14]([NH:16][CH:17]2[CH2:18][CH2:19][NH:20][CH2:21][CH2:22]2)=[O:15])=[N:11][N:10]=1. The catalyst class is: 89.